Task: Regression. Given a peptide amino acid sequence and an MHC pseudo amino acid sequence, predict their binding affinity value. This is MHC class I binding data.. Dataset: Peptide-MHC class I binding affinity with 185,985 pairs from IEDB/IMGT The peptide sequence is HEGYEEFTM. The MHC is HLA-B40:01 with pseudo-sequence HLA-B40:01. The binding affinity (normalized) is 0.771.